Dataset: Forward reaction prediction with 1.9M reactions from USPTO patents (1976-2016). Task: Predict the product of the given reaction. (1) Given the reactants [CH3:1][O:2][C:3]1[CH:4]=[C:5]2[C:10](=[CH:11][C:12]=1[O:13][CH3:14])[N:9]=[CH:8][CH:7]=[C:6]2[O:15][C:16]1[C:22]([CH3:23])=[CH:21][C:19](N)=[C:18]([CH3:24])[CH:17]=1.C([N:27](CC)CC)C.[C:32](Cl)(Cl)=[S:33].[N:36]1([CH2:42][CH2:43][NH2:44])[CH2:41][CH2:40][CH2:39][CH2:38][CH2:37]1, predict the reaction product. The product is: [CH3:1][O:2][C:3]1[CH:4]=[C:5]2[C:10](=[CH:11][C:12]=1[O:13][CH3:14])[N:9]=[CH:8][CH:7]=[C:6]2[O:15][C:16]1[C:22]([CH3:23])=[C:21]([CH:39]2[CH2:40][CH2:41][N:36]([CH2:42][CH2:43][NH:44][C:32](=[S:33])[NH2:27])[CH2:37][CH2:38]2)[CH:19]=[C:18]([CH3:24])[CH:17]=1. (2) The product is: [CH4:1].[CH:27]1[C:32]2[CH2:33][C@H:34]3[N:39]([CH2:40][CH:41]4[CH2:43][CH2:42]4)[CH2:38][CH2:37][C@:36]45[C@H:44]([C:46]([CH2:48][CH2:49][C@@:35]34[OH:50])=[O:47])[O:45][C:30]([C:31]=25)=[C:29]([OH:51])[CH:28]=1. Given the reactants [CH:1]1C2C[C@H]3N(CC4CC4)CC[C@]45[C@H](C(CC[C@@]34O)=O)OC(C=25)=C(O)C=1.C.[CH:27]1[C:32]2[CH2:33][C@H:34]3[N:39]([CH2:40][CH:41]4[CH2:43][CH2:42]4)[CH2:38][CH2:37][C@:36]45[C@H:44]([C:46]([CH2:48][CH2:49][C@@:35]34[OH:50])=[O:47])[O:45][C:30]([C:31]=25)=[C:29]([OH:51])[CH:28]=1.Cl, predict the reaction product. (3) Given the reactants [C:1]([C:3]1[CH:4]=[C:5]([S:9]([NH:12][C:13]2[C:22]([NH:23][C:24]3[CH:29]=[C:28]([O:30][CH3:31])[CH:27]=[C:26]([O:32][CH3:33])[CH:25]=3)=[N:21][C:20]3[C:15](=[CH:16][CH:17]=[CH:18][CH:19]=3)[N:14]=2)(=[O:11])=[O:10])[CH:6]=[CH:7][CH:8]=1)#[N:2].[N-:34]=[N+:35]=[N-:36].[Na+].[Cl-].[NH4+].Cl, predict the reaction product. The product is: [CH3:31][O:30][C:28]1[CH:29]=[C:24]([NH:23][C:22]2[C:13]([NH:12][S:9]([C:5]3[CH:6]=[CH:7][CH:8]=[C:3]([C:1]4[N:34]=[N:35][NH:36][N:2]=4)[CH:4]=3)(=[O:10])=[O:11])=[N:14][C:15]3[C:20]([N:21]=2)=[CH:19][CH:18]=[CH:17][CH:16]=3)[CH:25]=[C:26]([O:32][CH3:33])[CH:27]=1.